Dataset: Forward reaction prediction with 1.9M reactions from USPTO patents (1976-2016). Task: Predict the product of the given reaction. Given the reactants [CH2:1]([C@@H:8]1[CH2:12][O:11][C:10](=[O:13])[N:9]1[C:14](=[O:19])[CH2:15][CH2:16][CH:17]=[CH2:18])[C:2]1[CH:7]=[CH:6][CH:5]=[CH:4][CH:3]=1.[Li+].C[Si]([N-][Si](C)(C)C)(C)C.[Cl:30][C:31]1[CH:36]=[C:35]([C:37]([F:40])([F:39])[F:38])[C:34]([F:41])=[C:33]([F:42])[C:32]=1[CH2:43]I, predict the reaction product. The product is: [CH2:1]([C@@H:8]1[CH2:12][O:11][C:10](=[O:13])[N:9]1[C:14](=[O:19])[C@H:15]([CH2:43][C:32]1[C:31]([Cl:30])=[CH:36][C:35]([C:37]([F:40])([F:38])[F:39])=[C:34]([F:41])[C:33]=1[F:42])[CH2:16][CH:17]=[CH2:18])[C:2]1[CH:3]=[CH:4][CH:5]=[CH:6][CH:7]=1.